From a dataset of Full USPTO retrosynthesis dataset with 1.9M reactions from patents (1976-2016). Predict the reactants needed to synthesize the given product. Given the product [NH2:1][C:2]1[C:7]([CH3:8])=[C:6]([C:9]2[CH:14]=[CH:13][C:12]([C:15]#[CH:23])=[C:11]([F:17])[CH:10]=2)[N:5]=[C:4]([C:18]([O:20][CH3:21])=[O:19])[C:3]=1[Cl:22], predict the reactants needed to synthesize it. The reactants are: [NH2:1][C:2]1[C:7]([CH3:8])=[C:6]([C:9]2[CH:14]=[CH:13][C:12]([CH:15]=O)=[C:11]([F:17])[CH:10]=2)[N:5]=[C:4]([C:18]([O:20][CH3:21])=[O:19])[C:3]=1[Cl:22].[C:23](=O)([O-])[O-].[K+].[K+].COP(C(=[N+]=[N-])C(=O)C)(=O)OC.